From a dataset of Full USPTO retrosynthesis dataset with 1.9M reactions from patents (1976-2016). Predict the reactants needed to synthesize the given product. (1) Given the product [OH:17][C:12]1[CH:11]=[CH:10][C:9]2[C:8]3[C:7](=[C:2]([C:3]([O:5][CH3:6])=[O:4])[NH:26][N:27]=3)[CH2:16][CH2:15][C:14]=2[CH:13]=1, predict the reactants needed to synthesize it. The reactants are: O/[C:2](=[C:7]1\[C:8](=O)[C:9]2[C:14]([CH2:15][CH2:16]\1)=[CH:13][C:12]([O:17]COCCOC)=[CH:11][CH:10]=2)/[C:3]([O:5][CH3:6])=[O:4].Cl.[NH2:26][NH2:27].C([O-])(O)=O.[Na+].O. (2) Given the product [CH3:1][N:2]1[C:6]2=[N:7][CH:8]=[CH:9][CH:10]=[C:5]2[C:4]([C:19]([OH:21])=[O:20])=[C:3]1[C:11]1[CH:16]=[CH:15][CH:14]=[CH:13][CH:12]=1, predict the reactants needed to synthesize it. The reactants are: [CH3:1][N:2]1[C:6]2=[N:7][CH:8]=[CH:9][CH:10]=[C:5]2[CH:4]=[C:3]1[C:11]1[CH:16]=[CH:15][CH:14]=[CH:13][CH:12]=1.FC(F)(F)[C:19]([O:21]C(=O)C(F)(F)F)=[O:20].O. (3) Given the product [NH2:19][C:18]1[N:17]=[CH:16][C:15]2[C:20]([C:23]3[CH2:24][CH2:25][N:26]([C:38](=[O:39])[C:37]([F:48])([F:47])[F:36])[CH2:27][CH:28]=3)=[CH:21][O:22][C:14]=2[C:13]=1[O:12][C@@H:10]([C:3]1[C:4]([Cl:9])=[CH:5][CH:6]=[C:7]([F:8])[C:2]=1[Cl:1])[CH3:11], predict the reactants needed to synthesize it. The reactants are: [Cl:1][C:2]1[C:7]([F:8])=[CH:6][CH:5]=[C:4]([Cl:9])[C:3]=1[C@H:10]([O:12][C:13]1[C:14]2[O:22][CH:21]=[C:20]([C:23]3[CH2:24][CH2:25][NH:26][CH2:27][CH:28]=3)[C:15]=2[CH:16]=[N:17][C:18]=1[NH2:19])[CH3:11].C(N(CC)CC)C.[F:36][C:37]([F:48])([F:47])[C:38](O[C:38](=[O:39])[C:37]([F:48])([F:47])[F:36])=[O:39]. (4) Given the product [Br:5][C:9]12[CH2:15][CH:13]3[CH2:12][CH:11]([CH2:16][C:7]([C:17]([OH:19])=[O:18])([CH2:14]3)[CH2:8]1)[CH2:10]2, predict the reactants needed to synthesize it. The reactants are: [Cl-].[Al+3].[Cl-].[Cl-].[Br:5]Br.[C:7]12([C:17]([OH:19])=[O:18])[CH2:16][CH:11]3[CH2:12][CH:13]([CH2:15][CH:9]([CH2:10]3)[CH2:8]1)[CH2:14]2.S(S([O-])=O)([O-])(=O)=O.[Na+].[Na+]. (5) Given the product [Cl:14][C:12]1[CH:11]=[CH:10][C:8]2[S:9][C:5]([C:3](=[O:4])[CH2:2][S:24][CH2:23][C:20]3[CH:21]=[CH:22][C:17]([Cl:16])=[CH:18][CH:19]=3)=[C:6]([CH3:15])[C:7]=2[CH:13]=1, predict the reactants needed to synthesize it. The reactants are: Br[CH2:2][C:3]([C:5]1[S:9][C:8]2[CH:10]=[CH:11][C:12]([Cl:14])=[CH:13][C:7]=2[C:6]=1[CH3:15])=[O:4].[Cl:16][C:17]1[CH:22]=[CH:21][C:20]([CH2:23][SH:24])=[CH:19][CH:18]=1.